The task is: Predict the reaction yield, written as a fraction of the theoretical maximum amount of product (1.0 means a 100% yield; for example, 0.34 means a 34% yield).. This data is from Reaction yield outcomes from USPTO patents with 853,638 reactions. (1) The reactants are [CH2:1]([NH:3][C:4]([N:6]1[CH2:10][CH2:9][C:8]([CH2:11][CH3:12])=[N:7]1)=[S:5])[CH3:2].I[CH3:14]. The catalyst is CO. The product is [CH3:14][S:5][C:4]([N:6]1[CH2:10][CH2:9][C:8]([CH2:11][CH3:12])=[N:7]1)=[N:3][CH2:1][CH3:2]. The yield is 0.890. (2) The reactants are [N:1]1[CH:6]=[CH:5][C:4]([CH2:7][CH2:8][NH:9][C:10](=[O:26])[C:11]2[CH:16]=[CH:15][C:14](B3OC(C)(C)C(C)(C)O3)=[CH:13][CH:12]=2)=[CH:3][CH:2]=1.[Br:27][C:28]1[C:29]2[N:30]([N:35]=[CH:36][N:37]=2)[CH:31]=[C:32](I)[CH:33]=1.C(=O)([O-])[O-].[Na+].[Na+]. The catalyst is O.O1CCOCC1.C1C=CC([P]([Pd]([P](C2C=CC=CC=2)(C2C=CC=CC=2)C2C=CC=CC=2)([P](C2C=CC=CC=2)(C2C=CC=CC=2)C2C=CC=CC=2)[P](C2C=CC=CC=2)(C2C=CC=CC=2)C2C=CC=CC=2)(C2C=CC=CC=2)C2C=CC=CC=2)=CC=1. The product is [Br:27][C:28]1[C:29]2[N:30]([N:35]=[CH:36][N:37]=2)[CH:31]=[C:32]([C:14]2[CH:13]=[CH:12][C:11]([C:10]([NH:9][CH2:8][CH2:7][C:4]3[CH:3]=[CH:2][N:1]=[CH:6][CH:5]=3)=[O:26])=[CH:16][CH:15]=2)[CH:33]=1. The yield is 0.600. (3) The reactants are CS/[C:3](=[N:9]\[C:10](=O)[CH:11]=[C:12]([CH3:14])[CH3:13])/[N:4]1[CH2:8][CH2:7][CH2:6][CH2:5]1.[NH2:16][NH2:17]. No catalyst specified. The product is [CH3:13][C:12]([CH3:14])=[CH:11][C:10]1[NH:17][N:16]=[C:3]([N:4]2[CH2:8][CH2:7][CH2:6][CH2:5]2)[N:9]=1. The yield is 0.294. (4) The reactants are Br[CH2:2][C:3]1[CH:8]=[CH:7][C:6]([B:9]2[O:13][C:12]([CH3:15])([CH3:14])[C:11]([CH3:17])([CH3:16])[O:10]2)=[CH:5][C:4]=1[F:18].[NH:19]1[CH2:23][CH2:22][CH:21]([OH:24])[CH2:20]1.C(=O)([O-])[O-].[K+].[K+]. The catalyst is C(#N)C. The product is [F:18][C:4]1[CH:5]=[C:6]([B:9]2[O:13][C:12]([CH3:15])([CH3:14])[C:11]([CH3:17])([CH3:16])[O:10]2)[CH:7]=[CH:8][C:3]=1[CH2:2][N:19]1[CH2:23][CH2:22][CH:21]([OH:24])[CH2:20]1. The yield is 0.920. (5) The reactants are [N:1]([O-])=O.[Na+].[Br:5][C:6]1[CH:12]=[CH:11][C:9]([NH2:10])=[CH:8][C:7]=1[O:13][CH3:14].Cl.[C:16]([CH2:18][C:19]([NH2:21])=[O:20])#[N:17].O.O.O.C([O-])(=O)C.[Na+]. The catalyst is O.C(O)C. The product is [Br:5][C:6]1[CH:12]=[CH:11][C:9]([N:10]=[N:1][CH:18]([C:16]#[N:17])[C:19]([NH2:21])=[O:20])=[CH:8][C:7]=1[O:13][CH3:14]. The yield is 0.940. (6) The reactants are [Cl-].O[NH3+:3].[C:4](=[O:7])([O-])[OH:5].[Na+].CS(C)=O.[CH2:13]([C:15]1[N:16]=[C:17]([CH2:45][CH2:46][CH3:47])[N:18]([CH2:30][C:31]2[CH:36]=[CH:35][C:34]([C:37]3[C:38]([C:43]#[N:44])=[CH:39][CH:40]=[CH:41][CH:42]=3)=[CH:33][CH:32]=2)[C:19](=[O:29])[C:20]=1[C:21]([N:23]1[CH2:28][CH2:27][O:26][CH2:25][CH2:24]1)=[O:22])[CH3:14]. The catalyst is O. The product is [CH2:13]([C:15]1[N:16]=[C:17]([CH2:45][CH2:46][CH3:47])[N:18]([CH2:30][C:31]2[CH:36]=[CH:35][C:34]([C:37]3[CH:42]=[CH:41][CH:40]=[CH:39][C:38]=3[C:43]3[NH:3][C:4](=[O:7])[O:5][N:44]=3)=[CH:33][CH:32]=2)[C:19](=[O:29])[C:20]=1[C:21]([N:23]1[CH2:24][CH2:25][O:26][CH2:27][CH2:28]1)=[O:22])[CH3:14]. The yield is 0.390. (7) The reactants are [C:1]1([CH:7]2[CH2:12][CH2:11][CH2:10][CH2:9][C:8]2=[O:13])[CH:6]=[CH:5][CH:4]=[CH:3][CH:2]=1.[C:14](Cl)([N:16]=[C:17]=[O:18])=[O:15]. The catalyst is C(OCC)(=O)C. The yield is 0.196. The product is [C:1]1([CH:7]2[C:8]3[O:13][C:17](=[O:18])[NH:16][C:14](=[O:15])[C:9]=3[CH2:10][CH2:11][CH2:12]2)[CH:6]=[CH:5][CH:4]=[CH:3][CH:2]=1.[C:1]1([C:7]23[CH2:12][CH2:11][CH2:10][CH:9]=[C:8]2[O:13][C:17](=[O:18])[NH:16][C:14]3=[O:15])[CH:6]=[CH:5][CH:4]=[CH:3][CH:2]=1.